This data is from Forward reaction prediction with 1.9M reactions from USPTO patents (1976-2016). The task is: Predict the product of the given reaction. (1) Given the reactants [Cl:1][C:2]1[C:3]([O:21][CH3:22])=[C:4]([C@H:9]([CH2:19][CH3:20])[CH2:10][C@:11]([OH:18])([C:14]([F:17])([F:16])[F:15])[CH:12]=O)[CH:5]=[CH:6][C:7]=1[F:8].[NH2:23][C:24]1[CH:33]=[C:32]([F:34])[CH:31]=[C:30]2[C:25]=1[CH:26]=[CH:27][C:28](=[O:35])[NH:29]2, predict the reaction product. The product is: [Cl:1][C:2]1[C:3]([O:21][CH3:22])=[C:4]([C@H:9]([CH2:19][CH3:20])[CH2:10][C@:11]([OH:18])([C:14]([F:16])([F:15])[F:17])[CH:12]=[N:23][C:24]2[CH:33]=[C:32]([F:34])[CH:31]=[C:30]3[C:25]=2[CH:26]=[CH:27][C:28](=[O:35])[NH:29]3)[CH:5]=[CH:6][C:7]=1[F:8]. (2) Given the reactants [Cl:1][C:2]1[CH:3]=[CH:4][C:5]2[N:11]3[CH:12]=[CH:13][CH:14]=[C:10]3[C@@H:9]([CH2:15][C:16](O)=[O:17])[S:8][C@H:7]([C:19]3[CH:24]=[CH:23][CH:22]=[C:21]([O:25][CH3:26])[C:20]=3[O:27][CH3:28])[C:6]=2[CH:29]=1.C([CH:32]([CH:36]1[CH2:41][CH2:40][NH:39][CH2:38][CH2:37]1)[C:33]([OH:35])=[O:34])C.Cl.[CH2:43](N=C=NCCCN(C)C)[CH3:44].ON1C2C=CC=CC=2N=N1, predict the reaction product. The product is: [Cl:1][C:2]1[CH:3]=[CH:4][C:5]2[N:11]3[CH:12]=[CH:13][CH:14]=[C:10]3[C@@H:9]([CH2:15][C:16]([N:39]3[CH2:38][CH2:37][CH:36]([CH2:32][C:33]([O:35][CH2:43][CH3:44])=[O:34])[CH2:41][CH2:40]3)=[O:17])[S:8][C@H:7]([C:19]3[CH:24]=[CH:23][CH:22]=[C:21]([O:25][CH3:26])[C:20]=3[O:27][CH3:28])[C:6]=2[CH:29]=1. (3) Given the reactants C([O:3][C:4]([C:6]1[C:15]2[C:10](=[CH:11][C:12]([CH3:16])=[CH:13][CH:14]=2)[O:9][C:8](=[O:17])[CH:7]=1)=[CH2:5])C.[Br:18]N1C(=O)CCC1=O.C1(C)C=CC=CC=1, predict the reaction product. The product is: [Br:18][CH2:3][C:4]([C:6]1[C:15]2[C:10](=[CH:11][C:12]([CH3:16])=[CH:13][CH:14]=2)[O:9][C:8](=[O:17])[CH:7]=1)=[O:5].